Dataset: Catalyst prediction with 721,799 reactions and 888 catalyst types from USPTO. Task: Predict which catalyst facilitates the given reaction. (1) Reactant: [F:1][C:2]1[CH:3]=[CH:4][C:5]([CH3:12])=[C:6]([S:8](Cl)(=[O:10])=[O:9])[CH:7]=1.[CH3:13][NH:14][CH3:15]. Product: [F:1][C:2]1[CH:3]=[CH:4][C:5]([CH3:12])=[C:6]([S:8]([N:14]([CH3:15])[CH3:13])(=[O:10])=[O:9])[CH:7]=1. The catalyst class is: 7. (2) Reactant: [F:1][C:2]1[CH:7]=[C:6]([N:8]2[CH:12]=[CH:11][CH:10]=[N:9]2)[CH:5]=[CH:4][C:3]=1[N:13]1[CH:18]=[C:17]([O:19][CH3:20])[C:16](=[O:21])[C:15]([C:22]([CH:24]2C(=O)OC(C)(C)OC2=O)=[O:23])=[N:14]1. Product: [C:22]([C:15]1[C:16](=[O:21])[C:17]([O:19][CH3:20])=[CH:18][N:13]([C:3]2[CH:4]=[CH:5][C:6]([N:8]3[CH:12]=[CH:11][CH:10]=[N:9]3)=[CH:7][C:2]=2[F:1])[N:14]=1)(=[O:23])[CH3:24]. The catalyst class is: 15. (3) Reactant: [F:1][C:2]([F:17])([F:16])[O:3][C:4]1[CH:15]=[CH:14][C:7]([CH:8]=[C:9]([C:12]#[N:13])[C:10]#[N:11])=[CH:6][CH:5]=1.[CH3:18][Mg]Br.C(C(C(C1C=CC(Cl)=CC=1)C)(C#N)C#N)CC=C. Product: [F:1][C:2]([F:16])([F:17])[O:3][C:4]1[CH:5]=[CH:6][C:7]([CH:8]([CH:9]([C:12]#[N:13])[C:10]#[N:11])[CH3:18])=[CH:14][CH:15]=1. The catalyst class is: 804. (4) Reactant: [N:1]1([NH:10][C:11]([CH:13]2[CH2:18][CH2:17][CH2:16][N:15]([CH2:19][CH2:20][N:21]([CH3:23])[CH3:22])[CH2:14]2)=[O:12])[C:9]2[C:4](=[CH:5][CH:6]=[CH:7][CH:8]=2)[CH2:3][CH2:2]1.[ClH:24].CCOCC. Product: [ClH:24].[ClH:24].[N:1]1([NH:10][C:11]([CH:13]2[CH2:18][CH2:17][CH2:16][N:15]([CH2:19][CH2:20][N:21]([CH3:23])[CH3:22])[CH2:14]2)=[O:12])[C:9]2[C:4](=[CH:5][CH:6]=[CH:7][CH:8]=2)[CH2:3][CH2:2]1. The catalyst class is: 4. (5) Reactant: [I-:1].[I-].[I-].[C:4]([N:11]1[CH2:17][CH2:16][CH2:15][N:14]([C:18]2[CH:19]=[C:20]([CH2:33][CH3:34])[C:21]3[C:30]([CH:31]=2)=[S+:29][C:28]2[C:23](=[C:24]([CH3:32])[CH:25]=[CH:26][CH:27]=2)[N:22]=3)[CH2:13][CH2:12]1)([O:6][C:7]([CH3:10])([CH3:9])[CH3:8])=[O:5].[C:35]([N:42]1[CH2:48][CH2:47][CH2:46][N:45](C2C=C(CC)C3C(C=2)=[S+]C2C(=C(C)C=CC=2)N=3)[CH2:44][CH2:43]1)([O:37][C:38]([CH3:41])([CH3:40])[CH3:39])=[O:36].C(N1CCCN(C2C=C(CC)C3C(C=2)=[S+]C2C(=C(C)C=CC=2)N=3)CC1)(OC(C)(C)C)=O.C(N1CCCNCC1)(OC(C)(C)C)=O. Product: [I-:1].[C:4]([N:11]1[CH2:17][CH2:16][CH2:15][N:14]([C:18]2[CH:19]=[C:20]([CH2:33][CH3:34])[C:21]3[C:30]([CH:31]=2)=[S+:29][C:28]2[C:23](=[C:24]([CH3:32])[CH:25]=[C:26]([N:45]4[CH2:46][CH2:47][CH2:48][N:42]([C:35]([O:37][C:38]([CH3:41])([CH3:40])[CH3:39])=[O:36])[CH2:43][CH2:44]4)[CH:27]=2)[N:22]=3)[CH2:13][CH2:12]1)([O:6][C:7]([CH3:10])([CH3:9])[CH3:8])=[O:5]. The catalyst class is: 5. (6) Reactant: Cl[C:2]1[CH:7]=[CH:6][CH:5]=[C:4]([C:8]([F:11])([F:10])[F:9])[N:3]=1.[CH3:12][Al](C)C. Product: [CH3:12][C:2]1[CH:7]=[CH:6][CH:5]=[C:4]([C:8]([F:11])([F:10])[F:9])[N:3]=1. The catalyst class is: 1.